From a dataset of Forward reaction prediction with 1.9M reactions from USPTO patents (1976-2016). Predict the product of the given reaction. (1) Given the reactants Br[CH2:2][CH2:3][C:4]1[CH:9]=[CH:8][C:7]([N+:10]([O-:12])=[O:11])=[CH:6][CH:5]=1.[NH:13]1[CH2:17][CH2:16][CH2:15][CH2:14]1, predict the reaction product. The product is: [N+:10]([C:7]1[CH:8]=[CH:9][C:4]([CH2:3][CH2:2][N:13]2[CH2:17][CH2:16][CH2:15][CH2:14]2)=[CH:5][CH:6]=1)([O-:12])=[O:11]. (2) Given the reactants NC1C2N(C([C@H]3CC[C@H](C(O)=O)CC3)=NC=2C2C=CC=C(OCC3C=CC=CC=3)C=2)C=CN=1.C[O:35][C:36]([CH:38]1[CH2:43][CH2:42][CH:41]([C:44]2[N:48]3[CH:49]=[CH:50][N:51]=[C:52]([NH2:53])[C:47]3=[C:46]([C:54]3[CH:59]=[CH:58][CH:57]=[C:56]([O:60][CH2:61][C:62]4[C:67]([F:68])=[CH:66][CH:65]=[CH:64][C:63]=4[F:69])[CH:55]=3)[N:45]=2)[CH2:40][CH2:39]1)=[O:37], predict the reaction product. The product is: [NH2:53][C:52]1[C:47]2[N:48]([C:44]([CH:41]3[CH2:40][CH2:39][CH:38]([C:36]([OH:37])=[O:35])[CH2:43][CH2:42]3)=[N:45][C:46]=2[C:54]2[CH:59]=[CH:58][CH:57]=[C:56]([O:60][CH2:61][C:62]3[C:63]([F:69])=[CH:64][CH:65]=[CH:66][C:67]=3[F:68])[CH:55]=2)[CH:49]=[CH:50][N:51]=1. (3) Given the reactants C(O)(=O)C.[F:5][C:6]1[CH:11]=[CH:10][N:9]=[C:8]([O:12][CH2:13][C:14]2[CH:19]=[CH:18][C:17](/[CH:20]=[CH:21]/[N+:22]([O-:24])=[O:23])=[CH:16][CH:15]=2)[CH:7]=1.[BH4-].[Na+], predict the reaction product. The product is: [F:5][C:6]1[CH:11]=[CH:10][N:9]=[C:8]([O:12][CH2:13][C:14]2[CH:15]=[CH:16][C:17]([CH2:20][CH2:21][N+:22]([O-:24])=[O:23])=[CH:18][CH:19]=2)[CH:7]=1. (4) The product is: [C:12]1([C:11]#[C:10][C:8]2[CH:7]=[CH:6][C:5]([O:18][CH2:19][CH2:20][CH3:21])=[C:4]([CH:9]=2)[C:3]([OH:22])=[O:2])[CH:13]=[CH:14][CH:15]=[CH:16][CH:17]=1. Given the reactants C[O:2][C:3](=[O:22])[C:4]1[CH:9]=[C:8]([C:10]#[C:11][C:12]2[CH:17]=[CH:16][CH:15]=[CH:14][CH:13]=2)[CH:7]=[CH:6][C:5]=1[O:18][CH2:19][CH2:20][CH3:21], predict the reaction product. (5) Given the reactants [CH:1]([N:4]1[CH2:9][CH2:8][N:7]([C:10]([C:12]2[CH:13]=[C:14]3[C:18](=[CH:19][CH:20]=2)[NH:17][C:16]([C:21]([N:23]2[CH2:28][CH2:27][N:26]([C:29](=[O:33])[CH:30]([CH3:32])[CH3:31])[CH2:25][CH2:24]2)=[O:22])=[CH:15]3)=[O:11])[CH2:6][CH2:5]1)([CH3:3])[CH3:2].[Cl:34][C:35]1[CH:40]=[C:39](B(O)O)[CH:38]=[CH:37][N:36]=1, predict the reaction product. The product is: [Cl:34][C:35]1[CH:40]=[C:39]([N:17]2[C:18]3[C:14](=[CH:13][C:12]([C:10]([N:7]4[CH2:8][CH2:9][N:4]([CH:1]([CH3:3])[CH3:2])[CH2:5][CH2:6]4)=[O:11])=[CH:20][CH:19]=3)[CH:15]=[C:16]2[C:21]([N:23]2[CH2:28][CH2:27][N:26]([C:29](=[O:33])[CH:30]([CH3:32])[CH3:31])[CH2:25][CH2:24]2)=[O:22])[CH:38]=[CH:37][N:36]=1. (6) Given the reactants [C:1]([O:5][C:6]([NH:8][CH:9]([C:13]1[CH:18]=[CH:17][C:16]([OH:19])=[CH:15][CH:14]=1)[C:10]([OH:12])=O)=[O:7])([CH3:4])([CH3:3])[CH3:2].[CH3:20][O:21][CH2:22][CH2:23][O:24][CH2:25][CH2:26][O:27][CH2:28][CH2:29][O:30][C@H:31]1[CH2:35][CH2:34][NH:33][CH2:32]1.CCN(C(C)C)C(C)C.F[B-](F)(F)F.N1(OC(N(C)C)=[N+](C)C)C2C=CC=CC=2N=N1, predict the reaction product. The product is: [OH:19][C:16]1[CH:17]=[CH:18][C:13]([CH:9]([NH:8][C:6](=[O:7])[O:5][C:1]([CH3:2])([CH3:3])[CH3:4])[C:10]([N:33]2[CH2:34][CH2:35][C@H:31]([O:30][CH2:29][CH2:28][O:27][CH2:26][CH2:25][O:24][CH2:23][CH2:22][O:21][CH3:20])[CH2:32]2)=[O:12])=[CH:14][CH:15]=1. (7) The product is: [Cl:1][C:2]1[C:3]([N:8]2[C:12]([C:13]([OH:15])=[O:14])=[CH:11][C:10]([CH3:18])=[N:9]2)=[N:4][CH:5]=[CH:6][CH:7]=1. Given the reactants [Cl:1][C:2]1[C:3]([N:8]2[C:12]([C:13]([O:15]CC)=[O:14])=[CH:11][C:10]([CH3:18])=[N:9]2)=[N:4][CH:5]=[CH:6][CH:7]=1.CO.[OH-].[Na+], predict the reaction product. (8) The product is: [F:27][C:2]([F:1])([F:26])[C:3]1[CH:4]=[C:5]([C:13]2[N:17]=[CH:16][N:15](/[CH:18]=[CH:19]\[C:20]([OH:22])=[O:21])[N:14]=2)[CH:6]=[C:7]([C:9]([F:10])([F:11])[F:12])[CH:8]=1. Given the reactants [F:1][C:2]([F:27])([F:26])[C:3]1[CH:4]=[C:5]([C:13]2[N:17]=[CH:16][N:15](/[CH:18]=[CH:19]\[C:20]([O:22]C(C)C)=[O:21])[N:14]=2)[CH:6]=[C:7]([C:9]([F:12])([F:11])[F:10])[CH:8]=1.[Li+].[OH-].Cl, predict the reaction product.